This data is from Catalyst prediction with 721,799 reactions and 888 catalyst types from USPTO. The task is: Predict which catalyst facilitates the given reaction. Reactant: [Br:1][C:2]1[CH:3]=[CH:4][C:5]([NH2:8])=[N:6][CH:7]=1.C(N(CC)CC)C.[C:16](Cl)(=[O:23])[C:17]1[CH:22]=[CH:21][CH:20]=[CH:19][CH:18]=1.C(=O)([O-])O.[Na+]. Product: [Br:1][C:2]1[CH:3]=[CH:4][C:5]([NH:8][C:16](=[O:23])[C:17]2[CH:22]=[CH:21][CH:20]=[CH:19][CH:18]=2)=[N:6][CH:7]=1. The catalyst class is: 112.